Dataset: Catalyst prediction with 721,799 reactions and 888 catalyst types from USPTO. Task: Predict which catalyst facilitates the given reaction. (1) The catalyst class is: 1. Reactant: C(OC([N:6]1[C:14]2[C:9](=[CH:10][C:11]([C:15]3[S:19][C:18]([C:20]4[CH:25]=[CH:24][CH:23]=[CH:22][CH:21]=4)=[N:17][C:16]=3[CH3:26])=[CH:12][CH:13]=2)[CH:8]=[C:7]1[C:27]1[C:28]([CH3:33])=[N:29][CH:30]=[CH:31][CH:32]=1)=O)C.C([O-])([O-])=O.[K+].[K+]. Product: [CH3:26][C:16]1[N:17]=[C:18]([C:20]2[CH:25]=[CH:24][CH:23]=[CH:22][CH:21]=2)[S:19][C:15]=1[C:11]1[CH:10]=[C:9]2[C:14](=[CH:13][CH:12]=1)[NH:6][C:7]([C:27]1[C:28]([CH3:33])=[N:29][CH:30]=[CH:31][CH:32]=1)=[CH:8]2. (2) Reactant: CC1C=CC(S(O[CH2:12][CH:13]2[CH2:17][C:16]3[CH:18]=[C:19]([F:30])[CH:20]=[C:21]([C:22]4[C:27]([CH3:28])=[CH:26][CH:25]=[CH:24][C:23]=4[CH3:29])[C:15]=3[O:14]2)(=O)=O)=CC=1.[CH3:31][NH2:32]. Product: [CH3:29][C:23]1[CH:24]=[CH:25][CH:26]=[C:27]([CH3:28])[C:22]=1[C:21]1[C:15]2[O:14][CH:13]([CH2:12][NH:32][CH3:31])[CH2:17][C:16]=2[CH:18]=[C:19]([F:30])[CH:20]=1. The catalyst class is: 5. (3) Reactant: [Br:1][C:2]1[CH:12]=[CH:11][C:10]2[C:13]3[C:3]=1[CH2:4][C:5](=[O:14])[C:6]=3[CH:7]=[CH:8][CH:9]=2.[BH4-].[Na+].[Cl-].[NH4+]. Product: [Br:1][C:2]1[CH:12]=[CH:11][C:10]2[C:13]3[C:3]=1[CH2:4][CH:5]([OH:14])[C:6]=3[CH:7]=[CH:8][CH:9]=2. The catalyst class is: 5. (4) Reactant: [C:1]([O:5][C:6]([NH:8][CH2:9][C@H:10]1[CH2:15][CH2:14][C@H:13]([C:16]([NH:18][C@H:19]([C:40](=[O:53])[NH:41][C:42]2[CH:47]=[CH:46][C:45]([C:48]3[N:49]=[N:50][NH:51][N:52]=3)=[CH:44][CH:43]=2)[CH2:20][C:21]2[CH:22]=[CH:23][C:24]([O:38][CH3:39])=[C:25]([C:27]3[CH:32]=[CH:31][C:30]([C:33]([O:35]C)=[O:34])=[CH:29][C:28]=3[CH3:37])[CH:26]=2)=[O:17])[CH2:12][CH2:11]1)=[O:7])([CH3:4])([CH3:3])[CH3:2].O.[OH-].[Li+].Cl. Product: [C:1]([O:5][C:6]([NH:8][CH2:9][C@H:10]1[CH2:15][CH2:14][C@H:13]([C:16]([NH:18][C@H:19]([C:40](=[O:53])[NH:41][C:42]2[CH:43]=[CH:44][C:45]([C:48]3[N:49]=[N:50][NH:51][N:52]=3)=[CH:46][CH:47]=2)[CH2:20][C:21]2[CH:22]=[CH:23][C:24]([O:38][CH3:39])=[C:25]([C:27]3[CH:32]=[CH:31][C:30]([C:33]([OH:35])=[O:34])=[CH:29][C:28]=3[CH3:37])[CH:26]=2)=[O:17])[CH2:12][CH2:11]1)=[O:7])([CH3:4])([CH3:2])[CH3:3]. The catalyst class is: 20.